This data is from Forward reaction prediction with 1.9M reactions from USPTO patents (1976-2016). The task is: Predict the product of the given reaction. (1) Given the reactants [C:1]([NH2:5])(=[O:4])[CH:2]=[CH2:3].C[Cl:7].[C:8](OCCN(C)C)(=O)C=C.C([O-])=O.[Na+].C(N(CC(O)=O)CC(O)=O)CN(CC(O)=O)CC(O)=O.C1C(C(N)=O)=CN(C2OC(COP(OP(OCC3O[CH:70]([N:72]4[C:76]5N=CN=[C:80](N)[C:75]=5N=[CH:73]4)[CH:69](OP([O-])([O-])=O)[CH:68]3O)([O-])=O)([O-])=O)C(O)C2O)C=C1.[Na+].[Na+].[Na+].[Na+].S([O-])([O-])(=O)=O.[NH4+].[NH4+].S([O-])([O-])(=O)=O.[Na+].[Na+], predict the reaction product. The product is: [C:1]([NH2:5])(=[O:4])[CH:2]=[CH2:3].[Cl-:7].[CH2:76]([N+:72]([CH2:70][CH:69]=[CH2:68])([CH3:73])[CH3:8])[CH:75]=[CH2:80]. (2) Given the reactants [C:1]([O:4][CH2:5][CH2:6][C:7]1[C:12]([N+:13]([O-])=O)=[CH:11][C:10]2[O:16][CH2:17][O:18][C:9]=2[CH:8]=1)(=[O:3])[CH3:2], predict the reaction product. The product is: [C:1]([O:4][CH2:5][CH2:6][C:7]1[C:12]([NH2:13])=[CH:11][C:10]2[O:16][CH2:17][O:18][C:9]=2[CH:8]=1)(=[O:3])[CH3:2].